From a dataset of Catalyst prediction with 721,799 reactions and 888 catalyst types from USPTO. Predict which catalyst facilitates the given reaction. (1) Reactant: [CH3:1][Si:2]([C:5]#[CH:6])([CH3:4])[CH3:3].C([Li])CCC.[CH:12]([SiH:15]([CH:17]([CH3:19])[CH3:18])Cl)([CH3:14])[CH3:13]. Product: [CH3:1][Si:2]([C:5]#[C:6][SiH:15]([CH:17]([CH3:19])[CH3:18])[CH:12]([CH3:14])[CH3:13])([CH3:4])[CH3:3]. The catalyst class is: 605. (2) Reactant: C(OC([NH:8][C:9]1([C:14]([O:16][CH2:17][C:18]2[CH:23]=[CH:22][CH:21]=[CH:20][CH:19]=2)=[O:15])[CH2:13][CH2:12][O:11][CH2:10]1)=O)(C)(C)C.C(O)(C(F)(F)F)=O. Product: [NH2:8][C:9]1([C:14]([O:16][CH2:17][C:18]2[CH:23]=[CH:22][CH:21]=[CH:20][CH:19]=2)=[O:15])[CH2:13][CH2:12][O:11][CH2:10]1. The catalyst class is: 2. (3) Reactant: C(OC(=O)[NH:7][C@H:8]1[CH2:12][CH2:11][N:10]([CH2:13][CH2:14][C:15]([C:28](=[O:34])[N:29]([CH2:32][CH3:33])[CH2:30][CH3:31])([C:22]2[CH:27]=[CH:26][CH:25]=[CH:24][CH:23]=2)[C:16]2[CH:21]=[CH:20][CH:19]=[CH:18][CH:17]=2)[CH2:9]1)(C)(C)C.C(O)(C(F)(F)F)=O. Product: [NH2:7][C@H:8]1[CH2:12][CH2:11][N:10]([CH2:13][CH2:14][C:15]([C:16]2[CH:17]=[CH:18][CH:19]=[CH:20][CH:21]=2)([C:22]2[CH:27]=[CH:26][CH:25]=[CH:24][CH:23]=2)[C:28]([N:29]([CH2:30][CH3:31])[CH2:32][CH3:33])=[O:34])[CH2:9]1. The catalyst class is: 22. (4) Reactant: C([O:3][C:4](=[O:44])[CH2:5][CH2:6][CH2:7][CH2:8][O:9][C:10]1[CH:15]=[CH:14][C:13]([N:16]2[CH:24]=[N:23][C:22]3[C:17]2=[N:18][C:19]([NH:25][C:26]2[CH:31]=[CH:30][C:29]([O:32][CH2:33][CH2:34][CH2:35][NH:36][C:37]([O:39][C:40]([CH3:43])([CH3:42])[CH3:41])=[O:38])=[CH:28][CH:27]=2)=[N:20][CH:21]=3)=[CH:12][CH:11]=1)C.O[Li].O. Product: [C:40]([O:39][C:37]([NH:36][CH2:35][CH2:34][CH2:33][O:32][C:29]1[CH:28]=[CH:27][C:26]([NH:25][C:19]2[N:18]=[C:17]3[C:22]([N:23]=[CH:24][N:16]3[C:13]3[CH:14]=[CH:15][C:10]([O:9][CH2:8][CH2:7][CH2:6][CH2:5][C:4]([OH:44])=[O:3])=[CH:11][CH:12]=3)=[CH:21][N:20]=2)=[CH:31][CH:30]=1)=[O:38])([CH3:43])([CH3:41])[CH3:42]. The catalyst class is: 20. (5) Reactant: [Br:1]Br.[NH2:3][C:4]1[C:9]2[C:10]([C:13]3[CH:18]=[CH:17][C:16]([NH:19][C:20](=[O:26])[O:21][C:22]([CH3:25])([CH3:24])[CH3:23])=[CH:15][CH:14]=3)=[CH:11][S:12][C:8]=2[CH:7]=[CH:6][N:5]=1. Product: [NH2:3][C:4]1[C:9]2[C:10]([C:13]3[CH:14]=[CH:15][C:16]([NH:19][C:20](=[O:26])[O:21][C:22]([CH3:23])([CH3:25])[CH3:24])=[CH:17][CH:18]=3)=[CH:11][S:12][C:8]=2[C:7]([Br:1])=[CH:6][N:5]=1. The catalyst class is: 4. (6) Reactant: [CH3:1][C:2]1[CH:7]=[CH:6][N:5]=[C:4]([NH2:8])[CH:3]=1.[CH2:9]([O:11][C:12](=[O:17])[C:13](=O)[CH2:14]Br)[CH3:10]. Product: [CH2:9]([O:11][C:12]([C:13]1[N:8]=[C:4]2[CH:3]=[C:2]([CH3:1])[CH:7]=[CH:6][N:5]2[CH:14]=1)=[O:17])[CH3:10]. The catalyst class is: 14. (7) Reactant: Cl.[NH2:2][C@@H:3]1[C:11]2[C:6](=[C:7]([C:12]3[N:16]=[C:15]([C:17]4[CH:18]=[CH:19][C:20]([O:25][CH:26]([CH3:28])[CH3:27])=[C:21]([CH:24]=4)[C:22]#[N:23])[S:14][N:13]=3)[CH:8]=[CH:9][CH:10]=2)[CH2:5][CH2:4]1.CCN(C(C)C)C(C)C.[CH3:38][O:39][C:40](=[O:46])[CH2:41][S:42](Cl)(=[O:44])=[O:43]. Product: [C:22]([C:21]1[CH:24]=[C:17]([C:15]2[S:14][N:13]=[C:12]([C:7]3[CH:8]=[CH:9][CH:10]=[C:11]4[C:6]=3[CH2:5][CH2:4][C@@H:3]4[NH:2][S:42]([CH2:41][C:40]([O:39][CH3:38])=[O:46])(=[O:44])=[O:43])[N:16]=2)[CH:18]=[CH:19][C:20]=1[O:25][CH:26]([CH3:28])[CH3:27])#[N:23]. The catalyst class is: 2. (8) The catalyst class is: 2. Reactant: [CH3:1][C:2]1[CH:8]=[CH:7][C:5]([NH2:6])=[CH:4][C:3]=1[C:9]([F:12])([F:11])[F:10].N1C=CC=CC=1.Cl[C:20]([O:22][CH2:23][C:24]1[CH:29]=[CH:28][CH:27]=[CH:26][CH:25]=1)=[O:21].[Br:30]N1C(=O)CCC1=O. Product: [CH2:23]([O:22][C:20](=[O:21])[NH:6][C:5]1[CH:7]=[CH:8][C:2]([CH2:1][Br:30])=[C:3]([C:9]([F:10])([F:11])[F:12])[CH:4]=1)[C:24]1[CH:29]=[CH:28][CH:27]=[CH:26][CH:25]=1. (9) Reactant: [H-].[Na+].[N+:3]([C:6]1[C:14]2[N:13]=[CH:12][NH:11][C:10]=2[CH:9]=[CH:8][CH:7]=1)([O-:5])=[O:4].F[C:16]1[CH:23]=[CH:22][C:19]([C:20]#[N:21])=[CH:18][CH:17]=1.O. Product: [N+:3]([C:6]1[C:14]2[N:13]=[CH:12][N:11]([C:16]3[CH:23]=[CH:22][C:19]([C:20]#[N:21])=[CH:18][CH:17]=3)[C:10]=2[CH:9]=[CH:8][CH:7]=1)([O-:5])=[O:4]. The catalyst class is: 3.